Dataset: Full USPTO retrosynthesis dataset with 1.9M reactions from patents (1976-2016). Task: Predict the reactants needed to synthesize the given product. Given the product [C:1]([O:7][CH2:8][C@@H:9]([O:36][C:37]([CH3:38])([CH3:40])[CH3:39])[C:10]1[C:11]([C:29]2[CH:34]=[CH:33][C:32]([Cl:35])=[CH:31][CH:30]=2)=[C:12]2[C:17](=[CH:18][C:19]=1[CH3:20])[N:16]=[C:15]([C:42]#[C:41][C:43]1[CH:48]=[CH:47][CH:46]=[CH:45][CH:44]=1)[CH:14]=[CH:13]2)(=[O:6])[C:2]([CH3:5])([CH3:3])[CH3:4], predict the reactants needed to synthesize it. The reactants are: [C:1]([O:7][CH2:8][C@@H:9]([O:36][C:37]([CH3:40])([CH3:39])[CH3:38])[C:10]1[C:11]([C:29]2[CH:34]=[CH:33][C:32]([Cl:35])=[CH:31][CH:30]=2)=[C:12]2[C:17](=[CH:18][C:19]=1[CH3:20])[N:16]=[C:15](OS(C(F)(F)F)(=O)=O)[CH:14]=[CH:13]2)(=[O:6])[C:2]([CH3:5])([CH3:4])[CH3:3].[C:41]([C:43]1[CH:48]=[CH:47][CH:46]=[CH:45][CH:44]=1)#[CH:42].C(N(CC)CC)C.